This data is from Forward reaction prediction with 1.9M reactions from USPTO patents (1976-2016). The task is: Predict the product of the given reaction. (1) Given the reactants C[O:2][C:3](=[O:27])[CH2:4][CH2:5][N:6]1[CH2:10][CH2:9][CH2:8][C@@H:7]1[CH2:11][O:12][C:13]1[CH:18]=[CH:17][C:16]([O:19][C:20]2[CH:25]=[CH:24][C:23]([Cl:26])=[CH:22][CH:21]=2)=[CH:15][CH:14]=1.Cl.O1CCOCC1, predict the reaction product. The product is: [ClH:26].[Cl:26][C:23]1[CH:24]=[CH:25][C:20]([O:19][C:16]2[CH:15]=[CH:14][C:13]([O:12][CH2:11][C@H:7]3[CH2:8][CH2:9][CH2:10][N:6]3[CH2:5][CH2:4][C:3]([OH:27])=[O:2])=[CH:18][CH:17]=2)=[CH:21][CH:22]=1. (2) Given the reactants [CH:1]([NH:4][C:5]1[O:9][C:8]([C:10]2[CH:11]=[C:12]3[C:16](=[CH:17][CH:18]=2)[N:15]([S:19]([C:22]2[CH:28]=[CH:27][C:25]([CH3:26])=[CH:24][CH:23]=2)(=[O:21])=[O:20])[CH:14]=[C:13]3[C:29]2[CH:30]=[N:31][CH:32]=[C:33]([CH:37]=2)[C:34](O)=[O:35])=[N:7][N:6]=1)([CH3:3])[CH3:2].C1C[N:41]([P+](ON2N=NC3C=CC=CC2=3)(N2CCCC2)N2CCCC2)[CH2:40]C1.F[P-](F)(F)(F)(F)F.C1C=CC2N(O)N=NC=2C=1.CCN(C(C)C)C(C)C.Cl.CN, predict the reaction product. The product is: [CH:1]([NH:4][C:5]1[O:9][C:8]([C:10]2[CH:11]=[C:12]3[C:16](=[CH:17][CH:18]=2)[N:15]([S:19]([C:22]2[CH:23]=[CH:24][C:25]([CH3:26])=[CH:27][CH:28]=2)(=[O:21])=[O:20])[CH:14]=[C:13]3[C:29]2[CH:30]=[N:31][CH:32]=[C:33]([CH:37]=2)[C:34]([NH:41][CH3:40])=[O:35])=[N:7][N:6]=1)([CH3:2])[CH3:3]. (3) Given the reactants ClCCCl.[CH:5]([C:7]1[C:12]([O:13][CH3:14])=[CH:11][C:10]([C:15]([F:18])([F:17])[F:16])=[CH:9][C:8]=1[C:19]1[CH:24]=[CH:23][C:22]([C:25]([O:27][CH3:28])=[O:26])=[CH:21][CH:20]=1)=O.[Cl:29][C:30]1[CH:35]=[C:34]([NH2:36])[CH:33]=[CH:32][C:31]=1[C:37]1[CH:42]=[CH:41][C:40]([Cl:43])=[CH:39][CH:38]=1, predict the reaction product. The product is: [Cl:29][C:30]1[CH:35]=[C:34]([NH:36][CH2:5][C:7]2[C:12]([O:13][CH3:14])=[CH:11][C:10]([C:15]([F:16])([F:17])[F:18])=[CH:9][C:8]=2[C:19]2[CH:24]=[CH:23][C:22]([C:25]([O:27][CH3:28])=[O:26])=[CH:21][CH:20]=2)[CH:33]=[CH:32][C:31]=1[C:37]1[CH:42]=[CH:41][C:40]([Cl:43])=[CH:39][CH:38]=1. (4) Given the reactants [OH:1][C:2]1[CH:9]=[CH:8][C:5]([CH:6]=O)=[CH:4][C:3]=1[I:10].Cl.[NH2:12]O.S([O-])([O-])(=O)=O.[Mg+2].O.C1(C)C=CC(S(O)(=O)=O)=CC=1, predict the reaction product. The product is: [OH:1][C:2]1[CH:9]=[CH:8][C:5]([C:6]#[N:12])=[CH:4][C:3]=1[I:10]. (5) Given the reactants Cl[C:2]1[N:7]=[C:6]([NH:8][C:9]2[N:10]=[C:11]3[CH:16]=[CH:15][C:14]([O:17][C:18]4[CH:19]=[C:20]([NH:24][C:25](=[O:36])[C:26]5[CH:31]=[CH:30][CH:29]=[C:28]([C:32]([F:35])([F:34])[F:33])[CH:27]=5)[CH:21]=[CH:22][CH:23]=4)=[N:13][N:12]3[CH:37]=2)[CH:5]=[CH:4][N:3]=1.[CH3:38][NH2:39].O1CCCC1.C(O)C, predict the reaction product. The product is: [CH3:38][NH:39][C:2]1[N:7]=[C:6]([NH:8][C:9]2[N:10]=[C:11]3[CH:16]=[CH:15][C:14]([O:17][C:18]4[CH:19]=[C:20]([NH:24][C:25](=[O:36])[C:26]5[CH:31]=[CH:30][CH:29]=[C:28]([C:32]([F:34])([F:35])[F:33])[CH:27]=5)[CH:21]=[CH:22][CH:23]=4)=[N:13][N:12]3[CH:37]=2)[CH:5]=[CH:4][N:3]=1. (6) Given the reactants S(Cl)(Cl)=O.[Cl:5][C:6]1[C:15]([CH:16](Cl)[CH3:17])=[CH:14][C:13]2[C:8](=[CH:9][CH:10]=[CH:11][C:12]=2[Cl:19])[N:7]=1.[C:20]1(=[O:30])[NH:24][C:23](=[O:25])[C:22]2=[CH:26][CH:27]=[CH:28][CH:29]=[C:21]12.C([O-])([O-])=O.[K+].[K+], predict the reaction product. The product is: [Cl:5][C:6]1[C:15]([CH:16]([N:24]2[C:20](=[O:30])[C:21]3[C:22](=[CH:26][CH:27]=[CH:28][CH:29]=3)[C:23]2=[O:25])[CH3:17])=[CH:14][C:13]2[C:8](=[CH:9][CH:10]=[CH:11][C:12]=2[Cl:19])[N:7]=1.